Dataset: Full USPTO retrosynthesis dataset with 1.9M reactions from patents (1976-2016). Task: Predict the reactants needed to synthesize the given product. Given the product [CH3:1][O:2][C:3](=[O:15])[C:4]1[CH:9]=[CH:8][C:7]([C:10]2[N:24]=[C:23]([N:20]3[CH2:21][CH2:22][N:17]([CH3:16])[CH2:18][CH2:19]3)[S:25][C:11]=2[F:12])=[CH:6][CH:5]=1, predict the reactants needed to synthesize it. The reactants are: [CH3:1][O:2][C:3](=[O:15])[C:4]1[CH:9]=[CH:8][C:7]([C:10](=O)[CH:11](Br)[F:12])=[CH:6][CH:5]=1.[CH3:16][N:17]1[CH2:22][CH2:21][N:20]([C:23](=[S:25])[NH2:24])[CH2:19][CH2:18]1.